This data is from Full USPTO retrosynthesis dataset with 1.9M reactions from patents (1976-2016). The task is: Predict the reactants needed to synthesize the given product. (1) Given the product [OH:14][CH2:13][CH2:12][P:11]([CH2:10][CH2:9][OH:8])(=[O:22])[NH:39][CH2:38][CH2:37][CH2:36][S:35][S:34][C:29]1[CH:30]=[CH:31][CH:32]=[CH:33][N:28]=1, predict the reactants needed to synthesize it. The reactants are: C([O:8][CH2:9][CH2:10][PH:11](=[O:22])[CH2:12][CH2:13][O:14]CC1C=CC=CC=1)C1C=CC=CC=1.C(Cl)(Cl)(Cl)Cl.[N:28]1[CH:33]=[CH:32][CH:31]=[CH:30][C:29]=1[S:34][S:35][CH2:36][CH2:37][CH2:38][NH2:39].[OH-].[Na+]. (2) Given the product [Cl:34][C:10]1[C:9]([C:31]([NH2:33])=[O:32])=[C:8]([C:5]2[CH:4]=[CH:3][C:2]([F:1])=[CH:7][CH:6]=2)[N:16]2[C:11]=1[CH:12]=[C:13]([CH2:17][N:18]1[CH:22]=[C:21]([C:23]([OH:30])([C:26]([F:28])([F:27])[F:29])[CH2:24][CH3:25])[N:20]=[N:19]1)[CH:14]=[CH:15]2, predict the reactants needed to synthesize it. The reactants are: [F:1][C:2]1[CH:7]=[CH:6][C:5]([C:8]2[N:16]3[C:11]([CH:12]=[C:13]([CH2:17][N:18]4[CH:22]=[C:21]([C:23]([OH:30])([C:26]([F:29])([F:28])[F:27])[CH2:24][CH3:25])[N:20]=[N:19]4)[CH:14]=[CH:15]3)=[CH:10][C:9]=2[C:31]([NH2:33])=[O:32])=[CH:4][CH:3]=1.[Cl:34]N1C(=O)CCC1=O. (3) Given the product [CH2:1]([O:8][C:9]1[CH:17]=[C:16]2[C:12]([CH:13]=[N:14][N:15]2[CH2:18][CH:19]([O:21][Si:31]([C:27]([CH3:30])([CH3:29])[CH3:28])([CH3:33])[CH3:32])[CH3:20])=[CH:11][CH:10]=1)[C:2]1[CH:3]=[CH:4][CH:5]=[CH:6][CH:7]=1, predict the reactants needed to synthesize it. The reactants are: [CH2:1]([O:8][C:9]1[CH:17]=[C:16]2[C:12]([CH:13]=[N:14][N:15]2[CH2:18][CH:19]([OH:21])[CH3:20])=[CH:11][CH:10]=1)[C:2]1[CH:7]=[CH:6][CH:5]=[CH:4][CH:3]=1.N1C=CN=C1.[C:27]([Si:31](Cl)([CH3:33])[CH3:32])([CH3:30])([CH3:29])[CH3:28].C([O-])(=O)C.[NH4+]. (4) Given the product [C:43]([O:47][C:48](=[O:52])[CH2:49][CH2:50][NH:51][CH2:17][C:15]1[CH:14]=[CH:13][C:11]2[S:12][C:8]([C:5]3[CH:6]=[CH:7][C:2]([Cl:1])=[C:3]([C:18]([F:21])([F:19])[F:20])[CH:4]=3)=[CH:9][C:10]=2[CH:16]=1)([CH3:46])([CH3:45])[CH3:44], predict the reactants needed to synthesize it. The reactants are: [Cl:1][C:2]1[CH:7]=[CH:6][C:5]([C:8]2[S:12][C:11]3[CH:13]=[CH:14][C:15]([CH3:17])=[CH:16][C:10]=3[CH:9]=2)=[CH:4][C:3]=1[C:18]([F:21])([F:20])[F:19].BrN1C(=O)CCC1=O.CC(N=NC(C#N)(C)C)(C#N)C.Cl.[C:43]([O:47][C:48](=[O:52])[CH2:49][CH2:50][NH2:51])([CH3:46])([CH3:45])[CH3:44].[H-].[Na+]. (5) Given the product [NH2:4][CH2:3][C:2]([C:22]1[CH:23]=[C:24]([CH3:28])[CH:25]=[CH:26][CH:27]=1)([C:15]1[CH:16]=[C:17]([CH3:21])[CH:18]=[CH:19][CH:20]=1)[OH:1], predict the reactants needed to synthesize it. The reactants are: [OH:1][C:2]([C:22]1[CH:23]=[C:24]([CH3:28])[CH:25]=[CH:26][CH:27]=1)([C:15]1[CH:16]=[C:17]([CH3:21])[CH:18]=[CH:19][CH:20]=1)[CH2:3][NH:4]C(=O)OCC1C=CC=CC=1. (6) Given the product [C:1]([C:5]1[CH:6]=[CH:7][C:8]([C:11]2[O:15][C:14]([C:16]3[CH:25]=[CH:24][C:19]([C:20]([OH:22])=[O:21])=[CH:18][CH:17]=3)=[N:13][N:12]=2)=[CH:9][CH:10]=1)([CH3:4])([CH3:2])[CH3:3], predict the reactants needed to synthesize it. The reactants are: [C:1]([C:5]1[CH:10]=[CH:9][C:8]([C:11]2[O:15][C:14]([C:16]3[CH:25]=[CH:24][C:19]([C:20]([O:22]C)=[O:21])=[CH:18][CH:17]=3)=[N:13][N:12]=2)=[CH:7][CH:6]=1)([CH3:4])([CH3:3])[CH3:2].[OH-].[Na+].O1CCCC1.Cl.